From a dataset of Forward reaction prediction with 1.9M reactions from USPTO patents (1976-2016). Predict the product of the given reaction. Given the reactants C(OC([N:8]1[CH2:12][C@H:11]([F:13])[CH2:10][C@H:9]1[C:14]([OH:16])=O)=O)(C)(C)C.[F:17][C:18]([F:34])([F:33])[C:19]1[N:24]=[CH:23][C:22]([C:25]2[N:30]=[CH:29][N:28]=[C:27]([CH2:31][NH2:32])[CH:26]=2)=[CH:21][CH:20]=1.[F:35][C:36]1[CH:37]=[C:38]([S:43](Cl)(=[O:45])=[O:44])[CH:39]=[CH:40][C:41]=1[F:42], predict the reaction product. The product is: [F:35][C:36]1[CH:37]=[C:38]([S:43]([N:8]2[CH2:12][C@H:11]([F:13])[CH2:10][C@H:9]2[C:14]([NH:32][CH2:31][C:27]2[CH:26]=[C:25]([C:22]3[CH:23]=[N:24][C:19]([C:18]([F:17])([F:33])[F:34])=[CH:20][CH:21]=3)[N:30]=[CH:29][N:28]=2)=[O:16])(=[O:44])=[O:45])[CH:39]=[CH:40][C:41]=1[F:42].